Dataset: Full USPTO retrosynthesis dataset with 1.9M reactions from patents (1976-2016). Task: Predict the reactants needed to synthesize the given product. (1) The reactants are: Br[C:2]1[CH:3]=[C:4]([Si:13]([CH2:18][CH3:19])([CH2:16][CH3:17])[CH2:14][CH3:15])[C:5]2[O:9][C:8]([F:11])([F:10])[O:7][C:6]=2[CH:12]=1.[C:20](=[O:22])=[O:21].[NH4+].[Cl-]. Given the product [F:10][C:8]1([F:11])[O:9][C:5]2[C:4]([Si:13]([CH2:18][CH3:19])([CH2:16][CH3:17])[CH2:14][CH3:15])=[CH:3][C:2]([C:20]([OH:22])=[O:21])=[CH:12][C:6]=2[O:7]1, predict the reactants needed to synthesize it. (2) Given the product [N+:17]([C:20]1[CH:25]=[CH:24][CH:23]=[CH:22][C:21]=1[S:26]([N:29]1[CH2:2][CH:1]1[C@H:3]1[CH2:4][CH2:5][C@H:6]([NH:9][C:10](=[O:16])[O:11][C:12]([CH3:15])([CH3:14])[CH3:13])[CH2:7][CH2:8]1)(=[O:27])=[O:28])([O-:19])=[O:18], predict the reactants needed to synthesize it. The reactants are: [CH:1]([CH:3]1[CH2:8][CH2:7][CH:6]([NH:9][C:10](=[O:16])[O:11][C:12]([CH3:15])([CH3:14])[CH3:13])[CH2:5][CH2:4]1)=[CH2:2].[N+:17]([C:20]1[CH:25]=[CH:24][CH:23]=[CH:22][C:21]=1[S:26]([N:29]=C1CCCCI1C1C=CC=CC=1)(=[O:28])=[O:27])([O-:19])=[O:18].